Dataset: Retrosynthesis with 50K atom-mapped reactions and 10 reaction types from USPTO. Task: Predict the reactants needed to synthesize the given product. (1) Given the product CC(C)c1c(CN)nc(-c2ccc(F)cc2)n1CC[C@@H]1C[C@H](CC(=O)OC(C)(C)C)OC(C)(C)O1, predict the reactants needed to synthesize it. The reactants are: CC(C)c1c(C=O)nc(-c2ccc(F)cc2)n1CC[C@@H]1C[C@H](CC(=O)OC(C)(C)C)OC(C)(C)O1.N. (2) Given the product Cc1nc(N2CCOCC2)c2nc(-c3ccccc3)cc-2[nH]1, predict the reactants needed to synthesize it. The reactants are: C1COCCN1.Cc1nc(Cl)c2nc(-c3ccccc3)cc-2[nH]1. (3) The reactants are: Cn1cc(B2OC(C)(C)C(C)(C)O2)cn1.O=c1[nH]c(-c2ccc(Br)cc2)cc2ccc(F)cc12. Given the product Cn1cc(-c2ccc(-c3cc4ccc(F)cc4c(=O)[nH]3)cc2)cn1, predict the reactants needed to synthesize it. (4) The reactants are: OCc1ccc(CCC2CCCO2)cc1. Given the product O=Cc1ccc(CCC2CCCO2)cc1, predict the reactants needed to synthesize it. (5) Given the product O=C(O)c1csc(NC(=O)c2ccccc2Cl)n1, predict the reactants needed to synthesize it. The reactants are: CCOC(=O)c1csc(NC(=O)c2ccccc2Cl)n1. (6) Given the product Cc1ccc(NC(=O)c2ccccc2)cc1-c1ccc(C(=O)NCC2CC2)cc1, predict the reactants needed to synthesize it. The reactants are: Cc1ccc(N)cc1-c1ccc(C(=O)NCC2CC2)cc1.O=C(O)c1ccccc1.